Dataset: Full USPTO retrosynthesis dataset with 1.9M reactions from patents (1976-2016). Task: Predict the reactants needed to synthesize the given product. Given the product [Cl:1][C:2]1[CH:3]=[C:4]([N:13]2[C:18](=[O:19])[C:17]3[NH:20][CH:21]=[CH:22][C:16]=3[N:15]=[C:14]2[S:23][CH2:25][CH3:26])[CH:5]=[CH:6][C:7]=1[O:8][CH2:9][CH:10]1[CH2:11][CH2:12]1, predict the reactants needed to synthesize it. The reactants are: [Cl:1][C:2]1[CH:3]=[C:4]([N:13]2[C:18](=[O:19])[C:17]3[NH:20][CH:21]=[CH:22][C:16]=3[NH:15][C:14]2=[S:23])[CH:5]=[CH:6][C:7]=1[O:8][CH2:9][CH:10]1[CH2:12][CH2:11]1.I[CH2:25][CH3:26].C(=O)([O-])O.[Na+].